From a dataset of Experimentally validated miRNA-target interactions with 360,000+ pairs, plus equal number of negative samples. Binary Classification. Given a miRNA mature sequence and a target amino acid sequence, predict their likelihood of interaction. (1) The miRNA is rno-miR-204-5p with sequence UUCCCUUUGUCAUCCUAUGCCU. The protein sequence of the target gene is MQRLRWLRDWKSSGRGLTAAKEPGARSSPLQAMRILQLILLALATGLVGGETRIIKGFECKPHSQPWQAALFEKTRLLCGATLIAPRWLLTAAHCLKPRYIVHLGQHNLQKEEGCEQTRTATESFPHPGFNNSLPNKDHRNDIMLVKMASPVSITWAVRPLTLSSRCVTAGTSCLISGWGSTSSPQLRLPHTLRCANITIIEHQKCENAYPGNITDTMVCASVQEGGKDSCQGDSGGPLVCNQSLQGIISWGQDPCAITRKPGVYTKVCKYVDWIQETMKNN. Result: 0 (no interaction). (2) The miRNA is hsa-miR-6848-3p with sequence GUGGUCUCUUGGCCCCCAG. The protein sequence of the target gene is MASVWKRLQRVGKHASKFQFVASYQELMVECTKKWQPDKLVVVWTRRSRRKSSKAHSWQPGIKNPYRGVVVWPVPENIEITVTLFKDPHAEEFEDKEWTFVIENESPSGRRKALATSSINMKQYASPMPTQTDVKLKFKPLSKKVVSAALQFSLSCIFLREGKATDEDMQSLASLMSMKQADIGNLDDFEEDNEDDDENRVNQEEKAAKITEIVNQLNALSSLDEDQDDCIKQANMRSAKSASSSEELINKLNFLDEAEKDLATVNSNPFDDPDAAELNPFGDPDSEEPITETASPRKTE.... Result: 0 (no interaction). (3) The miRNA is mmu-miR-3102-5p with sequence GUGAGUGGCCAGGGUGGGGCUG. The protein sequence of the target gene is MLMLLVFGVLLHEVPLSGQDKAHSEADDAPGKALYDYSSLRLPAEHIPFFLHNNRHVASVCREDSHCPYKKHLENLNYCWGYEKSCAPEFRFGSPVCSYVDLGWTDTLESAQDMFWRQADFGYARERLGEIRTICQPERASDSSLVCSRYLQYCRATGLYLDLRNIKRNHDRFKEDFLQGGEIGGYCKLDSHALVSEGQRKSPLQSWFAELQGYTQLNFRPIEDAKCDIVVEKPTYFMKLDAGINMYHHFCDFLNLYLTQHVNNSFSTDVYIVMWDTSTYGYGDLFSDTWKAFTDYDVIH.... Result: 1 (interaction). (4) The miRNA is mmu-miR-501-5p with sequence AAUCCUUUGUCCCUGGGUGAAA. The protein sequence of the target gene is MEWELNLLLYLALFFFLLFLLFLLLFVVIKQLKNSVANTAGALQPGRLSVHREPWGFSREQAV. Result: 0 (no interaction). (5) The miRNA is hsa-miR-3135b with sequence GGCUGGAGCGAGUGCAGUGGUG. The protein sequence of the target gene is MRFVVALVLLNVAAAGAVPLLATESVKQEEAGVRPSAGNVSTHPSLSQRPGGSTKSHPEPQTPKDSPSKSSAEAQTPEDTPNKSGAEAKTQKDSSNKSGAEAKTQKGSTSKSGSEAQTTKDSTSKSHPELQTPKDSTGKSGAEAQTPEDSPNRSGAEAKTQKDSPSKSGSEAQTTKDVPNKSGADGQTPKDGSSKSGAEDQTPKDVPNKSGAEKQTPKDGSNKSGAEEQGPIDGPSKSGAEEQTSKDSPNKVVPEQPSRKDHSKPISNPSDNKELPKADTNQLADKGKLSPHAFKTESGE.... Result: 0 (no interaction). (6) The protein sequence of the target gene is MALLAEHLLKPLPADRQIETGPFLEAVAHLPPFFDCLGSPVFTPIKADISGNITKIKAVYDTDPAKFKTLQNILEVEKGMYGAEWPKVGATLALLWLKRGLRFIQVFLQSICDGERDENHPNLIRVNANKAYEMALKKYHGWLVQKIFKAALYAAPYKSDFLKALSKGQNVTEEECLEKIRLFLVNYTATIDAIYDMYTKMNAELDYTV. The miRNA is hsa-miR-4520-3p with sequence UUGGACAGAAAACACGCAGGAA. Result: 0 (no interaction). (7) The protein sequence of the target gene is MWCLHCNSERTQSLLELELDSGVEGEAPSSETGTSLDSPSAYPQGPLVPGSSLSPDHYEHTSVGAYGLYSGPPGQQQRTRRPKLQHSTSILRKQAEEEAIKRSRSLSESYELSSDLQDKQVEMLERKYGGRLVTRHAARTIQTAFRQYQMNKNFERLRSSMSENRMSRRIVLSNMRMQFSFEGPEKVHSSYFEGKQVSVTNDGSQLGALVSPECGDLSEPTTLKSPAPSSDFADAITELEDAFSRQVKSLAESIDDALNCRSLHTEEAPALDAARARDTEPQTALHGMDHRKLDEMTASY.... The miRNA is hsa-miR-7843-5p with sequence GAGGGCAGAGCCAGCUUCCUGA. Result: 1 (interaction).